Dataset: NCI-60 drug combinations with 297,098 pairs across 59 cell lines. Task: Regression. Given two drug SMILES strings and cell line genomic features, predict the synergy score measuring deviation from expected non-interaction effect. (1) Drug 1: C1C(C(OC1N2C=C(C(=O)NC2=O)F)CO)O. Drug 2: CC1C(C(CC(O1)OC2CC(OC(C2O)C)OC3=CC4=CC5=C(C(=O)C(C(C5)C(C(=O)C(C(C)O)O)OC)OC6CC(C(C(O6)C)O)OC7CC(C(C(O7)C)O)OC8CC(C(C(O8)C)O)(C)O)C(=C4C(=C3C)O)O)O)O. Cell line: MCF7. Synergy scores: CSS=35.4, Synergy_ZIP=-0.594, Synergy_Bliss=-2.12, Synergy_Loewe=-2.04, Synergy_HSA=-0.933. (2) Drug 1: C1=NC2=C(N=C(N=C2N1C3C(C(C(O3)CO)O)F)Cl)N. Drug 2: CC12CCC3C(C1CCC2O)C(CC4=C3C=CC(=C4)O)CCCCCCCCCS(=O)CCCC(C(F)(F)F)(F)F. Cell line: UO-31. Synergy scores: CSS=-0.812, Synergy_ZIP=1.83, Synergy_Bliss=3.64, Synergy_Loewe=-12.9, Synergy_HSA=-0.557. (3) Drug 1: C1CN1P(=S)(N2CC2)N3CC3. Drug 2: CC1=C(C=C(C=C1)NC(=O)C2=CC=C(C=C2)CN3CCN(CC3)C)NC4=NC=CC(=N4)C5=CN=CC=C5. Cell line: HL-60(TB). Synergy scores: CSS=72.9, Synergy_ZIP=1.28, Synergy_Bliss=1.76, Synergy_Loewe=-15.0, Synergy_HSA=0.0353. (4) Synergy scores: CSS=33.3, Synergy_ZIP=-4.81, Synergy_Bliss=-1.66, Synergy_Loewe=-5.36, Synergy_HSA=-4.92. Drug 1: CC(CN1CC(=O)NC(=O)C1)N2CC(=O)NC(=O)C2. Cell line: SW-620. Drug 2: CC1=C(C(CCC1)(C)C)C=CC(=CC=CC(=CC(=O)O)C)C.